From a dataset of Reaction yield outcomes from USPTO patents with 853,638 reactions. Predict the reaction yield, written as a fraction of the theoretical maximum amount of product (1.0 means a 100% yield; for example, 0.34 means a 34% yield). (1) The reactants are [Cl:1][C:2]1[CH:3]=[C:4]([NH:16][C:17]2[C:26]3[C:21](=[CH:22][CH:23]=[C:24]([O:27][CH:28]4[CH2:33][CH2:32][NH:31][CH2:30][CH2:29]4)[CH:25]=3)[N:20]=[CH:19][N:18]=2)[CH:5]=[CH:6][C:7]=1[O:8][CH2:9][C:10]1[CH:15]=[CH:14][CH:13]=[CH:12][N:11]=1.[C:34](OC(=O)C)(=[O:36])[CH3:35]. No catalyst specified. The product is [C:34]([N:31]1[CH2:30][CH2:29][CH:28]([O:27][C:24]2[CH:25]=[C:26]3[C:21](=[CH:22][CH:23]=2)[N:20]=[CH:19][N:18]=[C:17]3[NH:16][C:4]2[CH:5]=[CH:6][C:7]([O:8][CH2:9][C:10]3[CH:15]=[CH:14][CH:13]=[CH:12][N:11]=3)=[C:2]([Cl:1])[CH:3]=2)[CH2:33][CH2:32]1)(=[O:36])[CH3:35]. The yield is 0.630. (2) The product is [CH2:13]([N:7]1[C:8]2[C:4](=[CH:3][C:2]([F:1])=[CH:10][CH:9]=2)[C:5]([CH:11]=[O:12])=[CH:6]1)[CH3:14]. The yield is 0.570. The reactants are [F:1][C:2]1[CH:3]=[C:4]2[C:8](=[CH:9][CH:10]=1)[NH:7][CH:6]=[C:5]2[CH:11]=[O:12].[CH2:13](OC(C1NC2C(C=1)=CC=CC=2)=O)[CH3:14]. No catalyst specified. (3) The yield is 0.680. The reactants are [C:1]([Si:5]([CH3:15])([CH3:14])[O:6][CH2:7][CH2:8][C:9]1[S:10][CH:11]=[CH:12][CH:13]=1)([CH3:4])([CH3:3])[CH3:2].C([Li])CCC.[Cl:21][C:22]1[CH:23]=[N+:24]([O-:42])[CH:25]=[C:26]([Cl:41])[C:27]=1[CH2:28][C@@H:29]([C:31]1[CH:36]=[CH:35][C:34]([O:37][CH3:38])=[C:33]([O:39][CH3:40])[CH:32]=1)[OH:30].Cl.CN(C)CCCN=C=NCC.[C:55](=O)(O)[O-:56].[Na+]. The product is [Cl:41][C:26]1[CH:25]=[N+:24]([O-:42])[CH:23]=[C:22]([Cl:21])[C:27]=1[CH2:28][C@H:29]([O:30][C:55]([C:11]1[S:10][C:9]([CH2:8][CH2:7][O:6][Si:5]([C:1]([CH3:2])([CH3:4])[CH3:3])([CH3:15])[CH3:14])=[CH:13][CH:12]=1)=[O:56])[C:31]1[CH:36]=[CH:35][C:34]([O:37][CH3:38])=[C:33]([O:39][CH3:40])[CH:32]=1. The catalyst is O1CCCC1.CN(C)C1C=CN=CC=1.ClCCl. (4) The reactants are [CH:1](=O)[CH3:2].[O:4]1[C:9]2[CH:10]=[CH:11][C:12]([CH2:14][NH:15][CH:16]3[CH2:21][CH2:20][N:19]([CH2:22][CH2:23][S:24][C:25]4[CH:34]=[N:33][C:32]5[C:27](=[CH:28][C:29]([O:35][CH3:36])=[CH:30][CH:31]=5)[N:26]=4)[CH2:18][CH2:17]3)=[CH:13][C:8]=2[O:7][CH2:6][CH2:5]1. No catalyst specified. The product is [O:4]1[C:9]2[CH:10]=[CH:11][C:12]([CH2:14][N:15]([CH2:1][CH3:2])[CH:16]3[CH2:17][CH2:18][N:19]([CH2:22][CH2:23][S:24][C:25]4[CH:34]=[N:33][C:32]5[C:27](=[CH:28][C:29]([O:35][CH3:36])=[CH:30][CH:31]=5)[N:26]=4)[CH2:20][CH2:21]3)=[CH:13][C:8]=2[O:7][CH2:6][CH2:5]1. The yield is 0.200. (5) The reactants are [CH2:1]([O:3][P:4](/[CH:9]=[CH:10]/[C:11]1[C:12]([O:22][CH2:23][C:24]2[CH:49]=[CH:48][C:27]([O:28][CH2:29][C:30]3[N:31]=[C:32]([C:36]4[CH:37]=[C:38]([CH:45]=[CH:46][CH:47]=4)[O:39][CH2:40][C:41]([O:43]C)=[O:42])[O:33][C:34]=3[CH3:35])=[C:26]([O:50][CH3:51])[CH:25]=2)=[N:13][N:14]([C:16]2[CH:21]=[CH:20][CH:19]=[CH:18][CH:17]=2)[CH:15]=1)([O:6][CH2:7][CH3:8])=[O:5])[CH3:2].O1CCCC1.[OH-].[Na+].Cl. The catalyst is C(O)C. The product is [CH2:7]([O:6][P:4](/[CH:9]=[CH:10]/[C:11]1[C:12]([O:22][CH2:23][C:24]2[CH:49]=[CH:48][C:27]([O:28][CH2:29][C:30]3[N:31]=[C:32]([C:36]4[CH:37]=[C:38]([CH:45]=[CH:46][CH:47]=4)[O:39][CH2:40][C:41]([OH:43])=[O:42])[O:33][C:34]=3[CH3:35])=[C:26]([O:50][CH3:51])[CH:25]=2)=[N:13][N:14]([C:16]2[CH:21]=[CH:20][CH:19]=[CH:18][CH:17]=2)[CH:15]=1)([O:3][CH2:1][CH3:2])=[O:5])[CH3:8]. The yield is 0.720.